From a dataset of Peptide-MHC class II binding affinity with 134,281 pairs from IEDB. Regression. Given a peptide amino acid sequence and an MHC pseudo amino acid sequence, predict their binding affinity value. This is MHC class II binding data. (1) The peptide sequence is EKKYFAATQFEPTAA. The MHC is DRB1_0101 with pseudo-sequence DRB1_0101. The binding affinity (normalized) is 0.479. (2) The peptide sequence is GWPYIGSRSQILGRS. The MHC is DRB1_0802 with pseudo-sequence DRB1_0802. The binding affinity (normalized) is 0.830. (3) The binding affinity (normalized) is 0. The peptide sequence is DPWTIYAIGGSSNPT. The MHC is HLA-DPA10201-DPB11401 with pseudo-sequence HLA-DPA10201-DPB11401.